This data is from Reaction yield outcomes from USPTO patents with 853,638 reactions. The task is: Predict the reaction yield, written as a fraction of the theoretical maximum amount of product (1.0 means a 100% yield; for example, 0.34 means a 34% yield). (1) The reactants are [NH2:1][CH2:2][C:3]1[CH:8]=[C:7]([O:9][C:10]2[CH:15]=[CH:14][C:13]([NH:16][C:17]3[CH:22]=[C:21]([C:23]4[CH:28]=[CH:27][CH:26]=[CH:25][CH:24]=4)[N:20]=[C:19]([NH2:29])[N:18]=3)=[CH:12][CH:11]=2)[CH:6]=[CH:5][N:4]=1.[F:30][C:31]1[CH:39]=[CH:38][C:34]([C:35](Cl)=[O:36])=[CH:33][CH:32]=1. The catalyst is C1COCC1. The product is [NH2:29][C:19]1[N:18]=[C:17]([NH:16][C:13]2[CH:12]=[CH:11][C:10]([O:9][C:7]3[CH:6]=[CH:5][N:4]=[C:3]([CH2:2][NH:1][C:35](=[O:36])[C:34]4[CH:38]=[CH:39][C:31]([F:30])=[CH:32][CH:33]=4)[CH:8]=3)=[CH:15][CH:14]=2)[CH:22]=[C:21]([C:23]2[CH:28]=[CH:27][CH:26]=[CH:25][CH:24]=2)[N:20]=1. The yield is 0.580. (2) The reactants are [CH3:1][C:2]1[NH:3][C:4]2[C:9]([CH:10]=1)=[CH:8][CH:7]=[CH:6][CH:5]=2.[OH-].[K+].I[CH2:14][CH3:15]. The catalyst is CS(C)=O. The product is [CH2:14]([N:3]1[C:4]2[C:9](=[CH:8][CH:7]=[CH:6][CH:5]=2)[CH:10]=[C:2]1[CH3:1])[CH3:15]. The yield is 0.830. (3) The reactants are [C:1]([O:4][CH:5]1[CH:10]=[CH:9][CH:8](O[Si](C(C)(C)C)(C)C)[O:7][CH2:6]1)(=[O:3])[CH3:2].C(=O)=O.CC(C)=O.C([SiH](CC)CC)C.B(F)(F)F.CCOCC. The catalyst is C(Cl)Cl. The product is [C:1]([O:4][CH:5]1[CH:10]=[CH:9][CH2:8][O:7][CH2:6]1)(=[O:3])[CH3:2]. The yield is 0.770. (4) The reactants are [CH:1]1([C:6]2[N:10]([NH2:11])[CH:9]=[N:8][N:7]=2)[CH2:5][CH2:4][CH2:3][CH2:2]1.[H-].[Na+].[CH2:14]([O:16][CH:17]([O:20][CH2:21][CH3:22])[C:18]#[N:19])[CH3:15].O. The catalyst is O1CCOCC1. The product is [CH:1]1([C:6]2[N:10]([NH:11][C:18](=[NH:19])[CH:17]([O:20][CH2:21][CH3:22])[O:16][CH2:14][CH3:15])[CH:9]=[N:8][N:7]=2)[CH2:2][CH2:3][CH2:4][CH2:5]1. The yield is 0.520. (5) The reactants are [CH2:1]([O:3][CH:4]([O:7][CH2:8][CH3:9])[CH2:5]Cl)[CH3:2].[C:10]([O-:18])(=[O:17])[C:11]1[CH:16]=[CH:15][CH:14]=[CH:13][CH:12]=1.[K+].[I-].[K+].CN(C=O)C. The catalyst is C(OCC)(=O)C.O. The product is [CH2:1]([O:3][CH:4]([O:7][CH2:8][CH3:9])[CH2:5][O:18][C:10](=[O:17])[C:11]1[CH:16]=[CH:15][CH:14]=[CH:13][CH:12]=1)[CH3:2]. The yield is 0.770. (6) The reactants are [C:1]([O:7][CH2:8][CH3:9])(=[O:6])[CH2:2][C:3]([CH3:5])=[O:4].[CH:10](OCC)(OCC)[O:11][CH2:12][CH3:13].C(OC(=O)C)(=O)C. No catalyst specified. The product is [CH2:12]([O:11][CH:10]=[C:2]([C:3](=[O:4])[CH3:5])[C:1]([O:7][CH2:8][CH3:9])=[O:6])[CH3:13]. The yield is 0.700. (7) The reactants are [F:1][C:2]1[C:7]([F:8])=[C:6]([F:9])[CH:5]=[CH:4][C:3]=1[NH:10][NH2:11].[I:12][C:13]1[CH:18]=[CH:17][N:16]=[C:15](F)[C:14]=1[CH:20]=O. The catalyst is CN1C(=O)CCC1. The product is [I:12][C:13]1[CH:18]=[CH:17][N:16]=[C:15]2[N:10]([C:3]3[CH:4]=[CH:5][C:6]([F:9])=[C:7]([F:8])[C:2]=3[F:1])[N:11]=[CH:20][C:14]=12. The yield is 0.204. (8) The reactants are [Br:1][C:2]1[CH:7]=[CH:6][C:5]([OH:8])=[C:4]([O:9][C:10]([F:13])([F:12])[F:11])[CH:3]=1.CI.[C:16]([O-])([O-])=O.[K+].[K+]. The catalyst is CC(C)=O. The product is [Br:1][C:2]1[CH:7]=[CH:6][C:5]([O:8][CH3:16])=[C:4]([O:9][C:10]([F:11])([F:12])[F:13])[CH:3]=1. The yield is 0.900.